Dataset: Catalyst prediction with 721,799 reactions and 888 catalyst types from USPTO. Task: Predict which catalyst facilitates the given reaction. (1) Reactant: C[O:2][C:3](=O)[C:4]([CH3:12])([CH3:11])[CH2:5][CH2:6][CH2:7][CH:8]([CH3:10])[CH3:9].CC(C[AlH]CC(C)C)C. Product: [CH3:11][C:4]([CH3:12])([CH2:5][CH2:6][CH2:7][CH:8]([CH3:9])[CH3:10])[CH2:3][OH:2]. The catalyst class is: 11. (2) Reactant: F[C:2]1[CH:16]=[CH:15][C:5]2[C:6](=[O:14])[NH:7][C:8]3[C:13]([C:4]=2[CH:3]=1)=[CH:12][CH:11]=[CH:10][N:9]=3.[OH:17][C:18]1[CH:23]=[CH:22][C:21]([NH:24][C:25](=[O:27])[CH3:26])=[CH:20][CH:19]=1.C(=O)([O-])[O-].[K+].[K+]. Product: [O:14]=[C:6]1[C:5]2[CH:15]=[CH:16][C:2]([O:17][C:18]3[CH:19]=[CH:20][C:21]([NH:24][C:25](=[O:27])[CH3:26])=[CH:22][CH:23]=3)=[CH:3][C:4]=2[C:13]2[C:8](=[N:9][CH:10]=[CH:11][CH:12]=2)[NH:7]1. The catalyst class is: 3. (3) Reactant: [O:1]1CCO[CH:2]1[C:6]1[CH:11]=[CH:10][C:9]([C:12]([CH3:27])([C:20]([O:22][C:23]([CH3:26])([CH3:25])[CH3:24])=[O:21])[C:13]([O:15][C:16]([CH3:19])([CH3:18])[CH3:17])=[O:14])=[CH:8][C:7]=1[F:28].NC(N)=S. Product: [F:28][C:7]1[CH:8]=[C:9]([C:12]([CH3:27])([C:20]([O:22][C:23]([CH3:26])([CH3:25])[CH3:24])=[O:21])[C:13]([O:15][C:16]([CH3:17])([CH3:18])[CH3:19])=[O:14])[CH:10]=[CH:11][C:6]=1[CH:2]=[O:1]. The catalyst class is: 88.